The task is: Predict the reaction yield, written as a fraction of the theoretical maximum amount of product (1.0 means a 100% yield; for example, 0.34 means a 34% yield).. This data is from Reaction yield outcomes from USPTO patents with 853,638 reactions. (1) The reactants are Br[C:2]1[CH:18]=[CH:17][C:5]2[N:6]=[C:7]([CH2:9][CH2:10][N:11]3[CH2:15][CH2:14][CH2:13][C@H:12]3[CH3:16])[S:8][C:4]=2[CH:3]=1.[N:19]1[CH:24]=[CH:23][CH:22]=[C:21](B(O)O)[CH:20]=1.C1(P(C2CCCCC2)C2C=CC=CC=2C2C=CC=CC=2)CCCCC1.C(=O)([O-])[O-].[Na+].[Na+]. The catalyst is CC(O)C.O.Cl[Pd](Cl)([P](C1C=CC=CC=1)(C1C=CC=CC=1)C1C=CC=CC=1)[P](C1C=CC=CC=1)(C1C=CC=CC=1)C1C=CC=CC=1. The product is [CH3:16][C@@H:12]1[CH2:13][CH2:14][CH2:15][N:11]1[CH2:10][CH2:9][C:7]1[S:8][C:4]2[CH:3]=[C:2]([C:21]3[CH:20]=[N:19][CH:24]=[CH:23][CH:22]=3)[CH:18]=[CH:17][C:5]=2[N:6]=1. The yield is 0.670. (2) The reactants are [CH3:1]B1OB(C)OB(C)O1.[B:10](OCCCC)([O:16][CH2:17][CH2:18][CH2:19][CH3:20])[O:11][CH2:12][CH2:13][CH2:14][CH3:15]. No catalyst specified. The product is [CH3:1][B:10]([O:16][CH2:17][CH2:18][CH2:19][CH3:20])[O:11][CH2:12][CH2:13][CH2:14][CH3:15]. The yield is 0.500. (3) The reactants are [F:1][C:2]1[C:3]([OH:40])=[CH:4][C:5]([CH2:35][C:36]([F:39])([F:38])[F:37])=[C:6]([C:8]2[N:13]=[C:12]3[NH:14][N:15]=[C:16]([C:17](O)=[O:18])[C:11]3=[C:10]([NH:20][CH2:21][C:22]3[CH:27]=[C:26]([OH:28])[CH:25]=[CH:24][C:23]=3[N:29]([CH3:34])[S:30]([CH3:33])(=[O:32])=[O:31])[N:9]=2)[CH:7]=1.[NH2:41][C:42]1[CH:43]=[CH:44][C:45]([NH:48][CH2:49][CH2:50][OH:51])=[N:46][CH:47]=1.CN(C(ON1N=NC2C=CC=NC1=2)=[N+](C)C)C.F[P-](F)(F)(F)(F)F.CCN(C(C)C)C(C)C. The catalyst is CN(C=O)C. The product is [F:1][C:2]1[C:3]([OH:40])=[CH:4][C:5]([CH2:35][C:36]([F:38])([F:39])[F:37])=[C:6]([C:8]2[N:13]=[C:12]3[NH:14][N:15]=[C:16]([C:17]([NH:41][C:42]4[CH:47]=[N:46][C:45]([NH:48][CH2:49][CH2:50][OH:51])=[CH:44][CH:43]=4)=[O:18])[C:11]3=[C:10]([NH:20][CH2:21][C:22]3[CH:27]=[C:26]([OH:28])[CH:25]=[CH:24][C:23]=3[N:29]([CH3:34])[S:30]([CH3:33])(=[O:31])=[O:32])[N:9]=2)[CH:7]=1. The yield is 0.240. (4) The reactants are [CH:1]([C:4]1[CH:9]=[CH:8][C:7]([S:10]([NH:13][C:14]2[CH:15]=[N:16][C:17]([CH:20]3[CH2:23][N:22]([C:24](=O)[CH2:25][CH3:26])[CH2:21]3)=[CH:18][CH:19]=2)(=[O:12])=[O:11])=[CH:6][CH:5]=1)([CH3:3])[CH3:2]. The catalyst is C1COCC1. The product is [CH:1]([C:4]1[CH:9]=[CH:8][C:7]([S:10]([NH:13][C:14]2[CH:15]=[N:16][C:17]([CH:20]3[CH2:23][N:22]([CH2:24][CH2:25][CH3:26])[CH2:21]3)=[CH:18][CH:19]=2)(=[O:11])=[O:12])=[CH:6][CH:5]=1)([CH3:3])[CH3:2]. The yield is 0.660. (5) The reactants are Br[CH2:2][C:3]([C:5]1[C:6]([C:11]2[CH:16]=[CH:15][CH:14]=[CH:13][CH:12]=2)=[N:7][O:8][C:9]=1[CH3:10])=O.[NH2:17][C:18]1[C:23]([CH3:24])=[CH:22][CH:21]=[CH:20][N:19]=1. The catalyst is C(O)C. The product is [CH3:24][C:23]1[C:18]2[N:19]([CH:2]=[C:3]([C:5]3[C:6]([C:11]4[CH:16]=[CH:15][CH:14]=[CH:13][CH:12]=4)=[N:7][O:8][C:9]=3[CH3:10])[N:17]=2)[CH:20]=[CH:21][CH:22]=1. The yield is 0.400. (6) The catalyst is C(O)(=O)C. The product is [Cl:28][C:25]1[CH:26]=[CH:27][C:22]([C:17]2([CH2:16][C:12]3[N:11]4[CH2:29][CH2:30][N:31]([CH:34]5[CH2:39][CH2:38][O:37][CH2:36][CH2:35]5)[C:32](=[O:33])[C:10]4=[C:9]([OH:8])[C:14](=[O:15])[N:13]=3)[CH2:18][CH2:19][CH2:20][CH2:21]2)=[CH:23][CH:24]=1. The yield is 0.410. The reactants are C([O:8][C:9]1[C:14](=[O:15])[N:13]=[C:12]([CH2:16][C:17]2([C:22]3[CH:27]=[CH:26][C:25]([Cl:28])=[CH:24][CH:23]=3)[CH2:21][CH2:20][CH2:19][CH2:18]2)[N:11]2[CH2:29][CH2:30][N:31]([CH:34]3[CH2:39][CH2:38][O:37][CH2:36][CH2:35]3)[C:32](=[O:33])[C:10]=12)C1C=CC=CC=1.OS(O)(=O)=O. (7) The reactants are [C:1]([O-:4])(=[O:3])[CH3:2].[Na+].N(OC(C)(C)C)=O.N[C@@H:14]([CH2:18][CH3:19])[C:15]([OH:17])=[O:16]. The catalyst is C(O)(=O)C. The product is [C:1]([O:4][C@@H:14]([CH2:18][CH3:19])[C:15]([OH:17])=[O:16])(=[O:3])[CH3:2]. The yield is 0.600. (8) The reactants are [C:1]([O:5][C:6]([N:8]1[C@@H:12]([CH2:13][CH2:14][C:15]2[CH:20]=[CH:19][C:18]([N:21]=[C:22]=[O:23])=[CH:17][CH:16]=2)[CH2:11][O:10][C:9]1([CH3:25])[CH3:24])=[O:7])([CH3:4])([CH3:3])[CH3:2].C(N(CC)C(C)C)(C)C.[Cl:35][C:36]1[CH:43]=[CH:42][C:39]([CH2:40][OH:41])=[CH:38][CH:37]=1. The catalyst is ClCCCl. The product is [C:1]([O:5][C:6]([N:8]1[C@@H:12]([CH2:13][CH2:14][C:15]2[CH:20]=[CH:19][C:18]([NH:21][C:22]([O:41][CH2:40][C:39]3[CH:42]=[CH:43][C:36]([Cl:35])=[CH:37][CH:38]=3)=[O:23])=[CH:17][CH:16]=2)[CH2:11][O:10][C:9]1([CH3:25])[CH3:24])=[O:7])([CH3:4])([CH3:2])[CH3:3]. The yield is 0.510. (9) The reactants are [F:1][C:2]1[CH:20]=[CH:19][C:5]([CH2:6][NH:7][CH2:8][C:9]2[N:14]=[C:13]([C:15]([O:17][CH3:18])=[O:16])[CH:12]=[CH:11][CH:10]=2)=[CH:4][CH:3]=1.[Cl:21][C:22]1[C:23]([OH:33])=[C:24]([S:29](Cl)(=[O:31])=[O:30])[CH:25]=[C:26]([Cl:28])[CH:27]=1. The catalyst is C1COCC1. The product is [Cl:21][C:22]1[C:23]([OH:33])=[C:24]([S:29]([N:7]([CH2:8][C:9]2[N:14]=[C:13]([C:15]([O:17][CH3:18])=[O:16])[CH:12]=[CH:11][CH:10]=2)[CH2:6][C:5]2[CH:4]=[CH:3][C:2]([F:1])=[CH:20][CH:19]=2)(=[O:31])=[O:30])[CH:25]=[C:26]([Cl:28])[CH:27]=1. The yield is 0.740.